From a dataset of NCI-60 drug combinations with 297,098 pairs across 59 cell lines. Regression. Given two drug SMILES strings and cell line genomic features, predict the synergy score measuring deviation from expected non-interaction effect. (1) Drug 1: CNC(=O)C1=CC=CC=C1SC2=CC3=C(C=C2)C(=NN3)C=CC4=CC=CC=N4. Drug 2: CC12CCC3C(C1CCC2O)C(CC4=C3C=CC(=C4)O)CCCCCCCCCS(=O)CCCC(C(F)(F)F)(F)F. Cell line: RPMI-8226. Synergy scores: CSS=-6.19, Synergy_ZIP=4.11, Synergy_Bliss=-1.26, Synergy_Loewe=-7.80, Synergy_HSA=-6.60. (2) Drug 1: C1CC(=O)NC(=O)C1N2CC3=C(C2=O)C=CC=C3N. Drug 2: CCC1(CC2CC(C3=C(CCN(C2)C1)C4=CC=CC=C4N3)(C5=C(C=C6C(=C5)C78CCN9C7C(C=CC9)(C(C(C8N6C)(C(=O)OC)O)OC(=O)C)CC)OC)C(=O)OC)O.OS(=O)(=O)O. Cell line: M14. Synergy scores: CSS=8.71, Synergy_ZIP=-7.61, Synergy_Bliss=-10.3, Synergy_Loewe=-15.9, Synergy_HSA=-9.71. (3) Drug 1: CN(C)N=NC1=C(NC=N1)C(=O)N. Drug 2: CC(C)(C#N)C1=CC(=CC(=C1)CN2C=NC=N2)C(C)(C)C#N. Cell line: MOLT-4. Synergy scores: CSS=10.5, Synergy_ZIP=-2.01, Synergy_Bliss=-2.29, Synergy_Loewe=-2.37, Synergy_HSA=-2.41. (4) Drug 1: CC1=C(C=C(C=C1)C(=O)NC2=CC(=CC(=C2)C(F)(F)F)N3C=C(N=C3)C)NC4=NC=CC(=N4)C5=CN=CC=C5. Drug 2: CC1=C2C(C(=O)C3(C(CC4C(C3C(C(C2(C)C)(CC1OC(=O)C(C(C5=CC=CC=C5)NC(=O)OC(C)(C)C)O)O)OC(=O)C6=CC=CC=C6)(CO4)OC(=O)C)O)C)O. Cell line: HL-60(TB). Synergy scores: CSS=20.5, Synergy_ZIP=11.9, Synergy_Bliss=12.3, Synergy_Loewe=13.6, Synergy_HSA=10.1. (5) Drug 1: CS(=O)(=O)C1=CC(=C(C=C1)C(=O)NC2=CC(=C(C=C2)Cl)C3=CC=CC=N3)Cl. Drug 2: C1CCN(CC1)CCOC2=CC=C(C=C2)C(=O)C3=C(SC4=C3C=CC(=C4)O)C5=CC=C(C=C5)O. Cell line: MALME-3M. Synergy scores: CSS=7.97, Synergy_ZIP=2.27, Synergy_Bliss=8.63, Synergy_Loewe=5.53, Synergy_HSA=6.36. (6) Drug 1: CC12CCC(CC1=CCC3C2CCC4(C3CC=C4C5=CN=CC=C5)C)O. Drug 2: CC1C(C(CC(O1)OC2CC(CC3=C2C(=C4C(=C3O)C(=O)C5=C(C4=O)C(=CC=C5)OC)O)(C(=O)C)O)N)O.Cl. Cell line: ACHN. Synergy scores: CSS=25.8, Synergy_ZIP=4.71, Synergy_Bliss=4.48, Synergy_Loewe=-33.9, Synergy_HSA=3.84. (7) Drug 1: C1CC(C1)(C(=O)O)C(=O)O.[NH2-].[NH2-].[Pt+2]. Drug 2: CN(CCCl)CCCl.Cl. Cell line: UO-31. Synergy scores: CSS=11.1, Synergy_ZIP=-5.36, Synergy_Bliss=0.227, Synergy_Loewe=-6.76, Synergy_HSA=0.289. (8) Drug 1: COC1=CC(=CC(=C1O)OC)C2C3C(COC3=O)C(C4=CC5=C(C=C24)OCO5)OC6C(C(C7C(O6)COC(O7)C8=CC=CS8)O)O. Drug 2: CCC1=C2CN3C(=CC4=C(C3=O)COC(=O)C4(CC)O)C2=NC5=C1C=C(C=C5)O. Cell line: UACC-257. Synergy scores: CSS=29.6, Synergy_ZIP=-2.95, Synergy_Bliss=0.203, Synergy_Loewe=1.04, Synergy_HSA=1.45. (9) Drug 1: CC1=C(C=C(C=C1)C(=O)NC2=CC(=CC(=C2)C(F)(F)F)N3C=C(N=C3)C)NC4=NC=CC(=N4)C5=CN=CC=C5. Drug 2: C1=CC=C(C=C1)NC(=O)CCCCCCC(=O)NO. Cell line: SN12C. Synergy scores: CSS=-1.77, Synergy_ZIP=1.17, Synergy_Bliss=2.07, Synergy_Loewe=-11.7, Synergy_HSA=-5.46. (10) Drug 1: CC1C(C(CC(O1)OC2CC(CC3=C2C(=C4C(=C3O)C(=O)C5=C(C4=O)C(=CC=C5)OC)O)(C(=O)CO)O)N)O.Cl. Drug 2: CC12CCC3C(C1CCC2=O)CC(=C)C4=CC(=O)C=CC34C. Cell line: HOP-62. Synergy scores: CSS=-2.25, Synergy_ZIP=8.70, Synergy_Bliss=13.8, Synergy_Loewe=3.60, Synergy_HSA=2.57.